From a dataset of Reaction yield outcomes from USPTO patents with 853,638 reactions. Predict the reaction yield, written as a fraction of the theoretical maximum amount of product (1.0 means a 100% yield; for example, 0.34 means a 34% yield). (1) The reactants are [NH2:1][C:2]1[CH:23]=[CH:22][C:5]([O:6][C:7]2[CH:8]=[CH:9][C:10]3[N:11]([CH:13]=[C:14]([NH:16][C:17]([CH:19]4[CH2:21][CH2:20]4)=[O:18])[N:15]=3)[N:12]=2)=[CH:4][CH:3]=1.C(N(CC)CC)C.[CH3:31][N:32]1[C:36]([C:37](Cl)=[O:38])=[CH:35][C:34]([CH3:40])=[N:33]1. The catalyst is O1CCCC1. The product is [CH:19]1([C:17]([NH:16][C:14]2[N:15]=[C:10]3[CH:9]=[CH:8][C:7]([O:6][C:5]4[CH:22]=[CH:23][C:2]([NH:1][C:37]([C:36]5[N:32]([CH3:31])[N:33]=[C:34]([CH3:40])[CH:35]=5)=[O:38])=[CH:3][CH:4]=4)=[N:12][N:11]3[CH:13]=2)=[O:18])[CH2:20][CH2:21]1. The yield is 0.270. (2) The reactants are Br[C:2]1[C:7]([C:8]([F:11])([F:10])[F:9])=[CH:6][C:5]([NH:12][C:13]2[NH:17][N:16]=[C:15]([NH2:18])[N:14]=2)=[CH:4][C:3]=1[F:19].CC(C)([O-])C.[Na+].[C:26]1([SH:32])[CH:31]=[CH:30][CH:29]=[CH:28][CH:27]=1. The catalyst is O1CCOCC1.O.ClCCl.C(P(C(C)C)[C-]1C=CC=C1)(C)C.[C-]1(P(C(C)C)C(C)C)C=CC=C1.[Fe+2].CC([O-])=O.CC([O-])=O.[Pd+2]. The product is [F:19][C:3]1[CH:4]=[C:5]([NH:12][C:13]2[NH:17][N:16]=[C:15]([NH2:18])[N:14]=2)[CH:6]=[C:7]([C:8]([F:11])([F:10])[F:9])[C:2]=1[S:32][C:26]1[CH:31]=[CH:30][CH:29]=[CH:28][CH:27]=1. The yield is 0.0400.